Predict the reaction yield, written as a fraction of the theoretical maximum amount of product (1.0 means a 100% yield; for example, 0.34 means a 34% yield). From a dataset of Reaction yield outcomes from USPTO patents with 853,638 reactions. (1) The reactants are [C:1]1([C:7]2[CH:8]=[C:9]3[C:13](=[CH:14][CH:15]=2)[NH:12][C:11](=[O:16])[CH2:10]3)[CH:6]=[CH:5][CH:4]=[CH:3][CH:2]=1.[CH2:17]([N:19]([CH2:35][CH3:36])[CH2:20][CH2:21][CH2:22][NH:23][C:24]([C:26]1[C:30]([CH3:31])=[C:29]([CH:32]=O)[NH:28][C:27]=1[CH3:34])=[O:25])[CH3:18]. No catalyst specified. The product is [CH2:35]([N:19]([CH2:17][CH3:18])[CH2:20][CH2:21][CH2:22][NH:23][C:24]([C:26]1[C:30]([CH3:31])=[C:29]([CH:32]=[C:10]2[C:9]3[C:13](=[CH:14][CH:15]=[C:7]([C:1]4[CH:2]=[CH:3][CH:4]=[CH:5][CH:6]=4)[CH:8]=3)[NH:12][C:11]2=[O:16])[NH:28][C:27]=1[CH3:34])=[O:25])[CH3:36]. The yield is 0.400. (2) The reactants are [CH3:1][O:2][C:3]([NH:5][C@@H:6]([CH:17]([CH3:19])[CH3:18])[C:7]([N:9]1[CH2:13][CH2:12][CH2:11][C@H:10]1[C:14]([OH:16])=O)=[O:8])=[O:4].[C:20]([C:24]1[CH:29]=[CH:28][C:27]([N:30]2[C@H:34]([C:35]3[CH:41]=[CH:40][C:38]([NH2:39])=[CH:37][CH:36]=3)[CH2:33][CH2:32][C@H:31]2[C:42]2[CH:48]=[CH:47][C:45]([NH2:46])=[CH:44][CH:43]=2)=[CH:26][CH:25]=1)([CH3:23])([CH3:22])[CH3:21].CN(C(ON1N=NC2C=CC=NC1=2)=[N+](C)C)C.F[P-](F)(F)(F)(F)F.CCN(C(C)C)C(C)C. The catalyst is CS(C)=O. The product is [CH3:1][O:2][C:3]([NH:5][C@H:6]([C:7]([N:9]1[CH2:13][CH2:12][CH2:11][C@H:10]1[C:14]([NH:39][C:38]1[CH:37]=[CH:36][C:35]([C@@H:34]2[CH2:33][CH2:32][C@@H:31]([C:42]3[CH:48]=[CH:47][C:45]([NH2:46])=[CH:44][CH:43]=3)[N:30]2[C:27]2[CH:26]=[CH:25][C:24]([C:20]([CH3:23])([CH3:22])[CH3:21])=[CH:29][CH:28]=2)=[CH:41][CH:40]=1)=[O:16])=[O:8])[CH:17]([CH3:19])[CH3:18])=[O:4]. The yield is 0.240. (3) The yield is 0.840. The catalyst is CO.O1CCOCC1. The reactants are C([O:4][C@@:5]1([CH2:38][CH3:39])[C:35]2[CH:34]=[C:33]3[N:11]([CH2:12][C:13]4[C:14]3=[N:15][C:16]3[C:17]5[C:18]=4[N:19]([CH2:28][CH2:29][CH:30]([CH3:32])[CH3:31])[C:20]([S:26][CH3:27])=[N:21][C:22]=5[CH:23]=[CH:24][CH:25]=3)[C:10](=[O:36])[C:9]=2[CH2:8][O:7][C:6]1=[O:37])(=O)C.NN.Cl. The product is [CH2:38]([C@:5]1([OH:4])[C:35]2[CH:34]=[C:33]3[N:11]([CH2:12][C:13]4[C:14]3=[N:15][C:16]3[C:17]5[C:18]=4[N:19]([CH2:28][CH2:29][CH:30]([CH3:32])[CH3:31])[C:20]([S:26][CH3:27])=[N:21][C:22]=5[CH:23]=[CH:24][CH:25]=3)[C:10](=[O:36])[C:9]=2[CH2:8][O:7][C:6]1=[O:37])[CH3:39]. (4) The reactants are [NH2:1][C:2]1[N:7]=[CH:6][C:5](/[CH:8]=[CH:9]/[C:10]([O:12]CC2C=CC=CC=2)=[O:11])=[CH:4][CH:3]=1.[OH-].[Na+]. The catalyst is CO. The product is [NH2:1][C:2]1[N:7]=[CH:6][C:5](/[CH:8]=[CH:9]/[C:10]([OH:12])=[O:11])=[CH:4][CH:3]=1. The yield is 0.720. (5) The catalyst is [Cl-].C([N+](CCCC)(CCCC)CCCC)CCC.ClC(Cl)C.ClCCl. The product is [Br:13][C:4]1[CH:5]=[C:6]([CH2:9][C:10]#[N:11])[CH:7]=[CH:8][C:3]=1[O:2][CH3:1]. The yield is 0.700. The reactants are [CH3:1][O:2][C:3]1[CH:8]=[CH:7][C:6]([CH2:9][C:10]#[N:11])=[CH:5][CH:4]=1.[K+].[Br-:13].[N+]([O-])(O)=O. (6) The reactants are [CH3:1][O:2][C:3]1[CH:4]=[C:5]2[C:10](=[CH:11][C:12]=1[O:13][CH3:14])[NH:9][N:8]=[C:7]([C:15]([O:17][CH2:18][CH3:19])=[O:16])[C:6]2=O.P(Cl)(Cl)([Cl:23])=O. No catalyst specified. The product is [Cl:23][C:6]1[C:5]2[C:10](=[CH:11][C:12]([O:13][CH3:14])=[C:3]([O:2][CH3:1])[CH:4]=2)[N:9]=[N:8][C:7]=1[C:15]([O:17][CH2:18][CH3:19])=[O:16]. The yield is 0.880. (7) The reactants are [C:1]([C:4]1[C:9]([C:10]2[CH:15]=[CH:14][CH:13]=[CH:12][CH:11]=2)=[N:8][N:7]([CH2:16][CH3:17])[C:6](=[O:18])[C:5]=1[N+:19]([O-])=O)(=[O:3])[CH3:2].N[C:23]1[CH:24]=[CH:25][C:26]([Br:33])=[C:27]2[C:32]=1[N:31]=[CH:30][CH:29]=[CH:28]2. The catalyst is C(O)C. The product is [C:1]([C:4]1[C:9]([C:10]2[CH:15]=[CH:14][CH:13]=[CH:12][CH:11]=2)=[N:8][N:7]([CH2:16][CH3:17])[C:6](=[O:18])[C:5]=1[NH:19][C:23]1[CH:24]=[CH:25][C:26]([Br:33])=[C:27]2[C:32]=1[N:31]=[CH:30][CH:29]=[CH:28]2)(=[O:3])[CH3:2]. The yield is 0.250. (8) The reactants are [C:1]([O:5][C:6]([N:8](C1CCCCC1)CC(O)=O)=[O:7])([CH3:4])([CH3:3])[CH3:2].B.[CH2:20]1[CH2:24][O:23][CH2:22][CH2:21]1. No catalyst specified. The product is [CH:20]1([CH:21]([NH:8][C:6](=[O:7])[O:5][C:1]([CH3:2])([CH3:4])[CH3:3])[CH2:22][OH:23])[CH2:24][CH2:22][CH2:21][CH2:20][CH2:24]1. The yield is 0.667. (9) The reactants are [NH2:1][CH:2]([C:23]1[CH:28]=[CH:27][CH:26]=[CH:25][CH:24]=1)[CH2:3][CH2:4][CH2:5][N:6]([C@H:14]([C:16]1[CH:21]=[CH:20][C:19]([Br:22])=[CH:18][CH:17]=1)[CH3:15])C(=O)OC(C)(C)C.[ClH:29]. The catalyst is C(Cl)Cl.O1CCOCC1. The product is [ClH:29].[ClH:29].[Br:22][C:19]1[CH:18]=[CH:17][C:16]([C@@H:14]([NH:6][CH2:5][CH2:4][CH2:3][CH:2]([C:23]2[CH:24]=[CH:25][CH:26]=[CH:27][CH:28]=2)[NH2:1])[CH3:15])=[CH:21][CH:20]=1. The yield is 0.960. (10) The reactants are C[Al](C)C.[CH3:5][N:6]1[CH2:11][CH2:10][N:9]([C:12]2[S:16][C:15]([C:17]([O:19]CC)=O)=[CH:14][CH:13]=2)[CH2:8][CH2:7]1.[CH3:22][O:23][C:24]1[CH:25]=[C:26]([CH2:32][CH2:33][C:34]2[CH:35]=[C:36]([NH2:39])[NH:37][N:38]=2)[CH:27]=[C:28]([O:30][CH3:31])[CH:29]=1.C(C(C(C([O-])=O)O)O)([O-])=O.[Na+].[K+]. The catalyst is C1(C)C=CC=CC=1.O.C(OCC)(=O)C. The product is [CH3:31][O:30][C:28]1[CH:27]=[C:26]([CH2:32][CH2:33][C:34]2[CH:35]=[C:36]([NH:39][C:17]([C:15]3[S:16][C:12]([N:9]4[CH2:8][CH2:7][N:6]([CH3:5])[CH2:11][CH2:10]4)=[CH:13][CH:14]=3)=[O:19])[NH:37][N:38]=2)[CH:25]=[C:24]([O:23][CH3:22])[CH:29]=1. The yield is 0.338.